Dataset: Peptide-MHC class II binding affinity with 134,281 pairs from IEDB. Task: Regression. Given a peptide amino acid sequence and an MHC pseudo amino acid sequence, predict their binding affinity value. This is MHC class II binding data. The peptide sequence is EKKYFAATMFEPLAA. The MHC is DRB1_0701 with pseudo-sequence DRB1_0701. The binding affinity (normalized) is 0.862.